This data is from Forward reaction prediction with 1.9M reactions from USPTO patents (1976-2016). The task is: Predict the product of the given reaction. The product is: [CH3:1][O:2][C:3]1[N:4]=[C:5]2[C:14](=[CH:15][CH:16]=1)[N:13]=[CH:12][C:11]1[O:10][CH2:9][CH:8]([C@H:17]3[CH2:22][CH2:21][C@H:20]([NH:23][C:35]([C:32]4[CH:33]=[CH:34][C:28]5[O:27][CH2:26][C:25](=[O:24])[NH:30][C:29]=5[CH:31]=4)=[O:36])[CH2:19][CH2:18]3)[NH:7][C:6]2=1. Given the reactants [CH3:1][O:2][C:3]1[N:4]=[C:5]2[C:14](=[CH:15][CH:16]=1)[N:13]=[CH:12][C:11]1[O:10][CH2:9][CH:8]([C@H:17]3[CH2:22][CH2:21][C@H:20]([NH2:23])[CH2:19][CH2:18]3)[NH:7][C:6]2=1.[O:24]=[C:25]1[NH:30][C:29]2[CH:31]=[C:32]([C:35](O)=[O:36])[CH:33]=[CH:34][C:28]=2[O:27][CH2:26]1, predict the reaction product.